Dataset: hERG Central: cardiac toxicity at 1µM, 10µM, and general inhibition. Task: Predict hERG channel inhibition at various concentrations. (1) The molecule is Cc1oc(-c2cccc(C(F)(F)F)c2)nc1CN1CCN(c2ccccn2)CC1. Results: hERG_inhib (hERG inhibition (general)): blocker. (2) The compound is N#Cc1cc2c(nc1SCC(=O)Nc1cc(Cl)ccc1Cl)C1CCN2CC1. Results: hERG_inhib (hERG inhibition (general)): blocker. (3) The compound is CN1CCN(S(=O)(=O)c2cccc(C(=O)Nc3sccc3C(N)=O)c2)CC1. Results: hERG_inhib (hERG inhibition (general)): blocker. (4) The drug is COc1ccc(C(=O)N2CCC(n3c(C)nc4cc(F)ccc43)CC2)cc1OC. Results: hERG_inhib (hERG inhibition (general)): blocker. (5) The compound is N=c1n(Cc2ccccc2)c2ccccc2n1Cc1ccccc1. Results: hERG_inhib (hERG inhibition (general)): blocker. (6) The drug is CCOc1ccc(CN2CCN(Cc3cccc4c3OCO4)CC2CCO)cc1. Results: hERG_inhib (hERG inhibition (general)): blocker. (7) The molecule is N#Cc1ccc(NC(=O)c2cc(S(=O)(=O)N3CCOCC3)ccc2N2CCCC2)cc1. Results: hERG_inhib (hERG inhibition (general)): blocker. (8) The drug is CSc1ccccc1NC(=O)c1cc(S(=O)(=O)N(C)C)ccc1N1CCCC1. Results: hERG_inhib (hERG inhibition (general)): blocker.